From a dataset of Forward reaction prediction with 1.9M reactions from USPTO patents (1976-2016). Predict the product of the given reaction. (1) Given the reactants OC1C(=O)NN=C(CCC2C=CC=CC=2)C=1.C([O:24][C:25]1[N:26]=[N:27][C:28]([CH2:39][C:40]2[CH:45]=[CH:44][CH:43]=[C:42]([C:46]([F:49])([F:48])[F:47])[CH:41]=2)=[CH:29][C:30]=1[O:31]CC1C=CC=CC=1)C1C=CC=CC=1, predict the reaction product. The product is: [OH:31][C:30]1[C:25](=[O:24])[NH:26][N:27]=[C:28]([CH2:39][C:40]2[CH:45]=[CH:44][CH:43]=[C:42]([C:46]([F:48])([F:47])[F:49])[CH:41]=2)[CH:29]=1. (2) Given the reactants F[C:2]1[C:7]([F:8])=[CH:6][CH:5]=[C:4]([F:9])[N:3]=1.[CH3:10][O-:11].[Na+], predict the reaction product. The product is: [F:8][C:7]1[C:2]([O:11][CH3:10])=[N:3][C:4]([F:9])=[CH:5][CH:6]=1. (3) Given the reactants [C:1]([O:5][C:6](=[O:14])[NH:7][C:8]1[CH:13]=[CH:12][CH:11]=[CH:10][N:9]=1)([CH3:4])([CH3:3])[CH3:2].CN(C)CCN(C)C.C([Li])CCC.[B:28](OCC(C)C)([O:34]CC(C)C)[O:29]CC(C)C.[Cl-].[NH4+], predict the reaction product. The product is: [C:1]([O:5][C:6]([NH:7][C:8]1[C:13]([B:28]([OH:34])[OH:29])=[CH:12][CH:11]=[CH:10][N:9]=1)=[O:14])([CH3:4])([CH3:2])[CH3:3]. (4) Given the reactants CC(C)([S@]([NH:6][C@H:7]([C:20]1[CH:25]=[CH:24][CH:23]=[CH:22][CH:21]=1)[C:8]1[CH:13]=[CH:12][C:11]([P:14]([CH3:19])(=[O:18])[O:15][CH2:16][CH3:17])=[CH:10][CH:9]=1)=O)C.[ClH:27].O1CCOCC1, predict the reaction product. The product is: [ClH:27].[NH2:6][C@H:7]([C:20]1[CH:21]=[CH:22][CH:23]=[CH:24][CH:25]=1)[C:8]1[CH:9]=[CH:10][C:11]([P:14]([CH3:19])(=[O:18])[O:15][CH2:16][CH3:17])=[CH:12][CH:13]=1.